Dataset: Reaction yield outcomes from USPTO patents with 853,638 reactions. Task: Predict the reaction yield, written as a fraction of the theoretical maximum amount of product (1.0 means a 100% yield; for example, 0.34 means a 34% yield). (1) The reactants are [C:1](OC(=O)C)(=[O:3])[CH3:2].Cl.[CH3:9][O:10][C:11]1[CH:12]=[CH:13][C:14]2[CH2:15][C@H:16]3[NH:27][CH2:26][CH2:25][C@@:22]4([C:23]=2[CH:24]=1)[C@H:17]3[CH2:18][CH2:19][CH2:20][CH2:21]4.C(N(CC)CC)C. No catalyst specified. The product is [CH3:9][O:10][C:11]1[CH:12]=[CH:13][C:14]2[CH2:15][C@H:16]3[N:27]([C:1](=[O:3])[CH3:2])[CH2:26][CH2:25][C@@:22]4([C:23]=2[CH:24]=1)[C@H:17]3[CH2:18][CH2:19][CH2:20][CH2:21]4. The yield is 0.810. (2) The reactants are [NH:1]1[CH:5]=[C:4]([C:6]2[CH:11]=[C:10]([C:12]([O:14]C)=[O:13])[CH:9]=[CH:8][N:7]=2)[N:3]=[CH:2]1.Br[CH:17]1[CH2:25][C:24]2[C:19](=[CH:20][CH:21]=[CH:22][CH:23]=2)[CH2:18]1.[OH-].[Na+]. The catalyst is CO. The product is [CH2:25]1[C:24]2[C:19](=[CH:20][CH:21]=[CH:22][CH:23]=2)[CH2:18][CH:17]1[N:1]1[CH:5]=[C:4]([C:6]2[CH:11]=[C:10]([C:12]([OH:14])=[O:13])[CH:9]=[CH:8][N:7]=2)[N:3]=[CH:2]1. The yield is 0.480. (3) The reactants are [NH2:1][C:2]1[C:3]([OH:14])=[N:4][C:5]([C:8]2[N:9]=[N:10][CH:11]=[CH:12][CH:13]=2)=[N:6][CH:7]=1.[CH2:15]([O:17][P:18]([C:23]1[CH:24]=[C:25]([CH2:29][C:30](O)=[O:31])[CH:26]=[CH:27][CH:28]=1)([O:20][CH2:21][CH3:22])=[O:19])[CH3:16].CN(C(ON1N=NC2C=CC=NC1=2)=[N+](C)C)C.F[P-](F)(F)(F)(F)F.CCN(CC)CC. The catalyst is CC#N. The product is [OH:14][C:3]1[C:2]([NH:1][C:30](=[O:31])[CH2:29][C:25]2[CH:24]=[C:23]([P:18](=[O:19])([O:17][CH2:15][CH3:16])[O:20][CH2:21][CH3:22])[CH:28]=[CH:27][CH:26]=2)=[CH:7][N:6]=[C:5]([C:8]2[N:9]=[N:10][CH:11]=[CH:12][CH:13]=2)[N:4]=1. The yield is 0.250. (4) The reactants are [CH3:1][O:2][C:3]1[CH:13]=[CH:12][C:6]([O:7][CH2:8][CH2:9][C:10]#[N:11])=[CH:5][CH:4]=1.[OH-].[Na+].C1(C)C=CC=CC=1. The catalyst is O1CCCC1. The product is [CH3:1][O:2][C:3]1[CH:13]=[CH:12][C:6]([O:7][CH2:8][CH2:9][CH2:10][NH2:11])=[CH:5][CH:4]=1. The yield is 0.790. (5) The reactants are [F:1][C:2]1[CH:3]=[C:4]([C:9]2[CH:10]=[CH:11][C:12]3[N:13]([C:15]([CH2:18][NH:19][C:20]4[CH:21]=[CH:22][N:23]=[C:24]5[C:29]=4[N:28]=[CH:27][C:26]([C:30]4(O)[CH2:35][CH2:34][N:33](C(OC(C)(C)C)=O)[CH2:32][CH2:31]4)=[CH:25]5)=[N:16][N:17]=3)[N:14]=2)[CH:5]=[C:6]([F:8])[CH:7]=1.CCN(S(F)(F)[F:50])CC.C(O)(C(F)(F)F)=O. The catalyst is C(Cl)Cl. The product is [F:8][C:6]1[CH:5]=[C:4]([C:9]2[CH:10]=[CH:11][C:12]3[N:13]([C:15]([CH2:18][NH:19][C:20]4[C:29]5[C:24](=[CH:25][C:26]([C:30]6([F:50])[CH2:35][CH2:34][NH:33][CH2:32][CH2:31]6)=[CH:27][N:28]=5)[N:23]=[CH:22][CH:21]=4)=[N:16][N:17]=3)[N:14]=2)[CH:3]=[C:2]([F:1])[CH:7]=1. The yield is 0.600.